From a dataset of Forward reaction prediction with 1.9M reactions from USPTO patents (1976-2016). Predict the product of the given reaction. (1) The product is: [C:1]1([CH:7]([O:14][C:15]([CH:17]2[N:21]3[C:22](=[O:26])[CH2:23][C@H:20]3[S:19](=[O:27])[C:18]2([CH3:29])[CH3:28])=[O:16])[C:8]2[CH:9]=[CH:10][CH:11]=[CH:12][CH:13]=2)[CH:2]=[CH:3][CH:4]=[CH:5][CH:6]=1.[C:1]1([CH:7]([O:14][C:15]([CH:17]2[N:21]3[C:22](=[O:26])[CH:23]([Br:24])[C@H:20]3[S:19](=[O:27])[C:18]2([CH3:29])[CH3:28])=[O:16])[C:8]2[CH:9]=[CH:10][CH:11]=[CH:12][CH:13]=2)[CH:2]=[CH:3][CH:4]=[CH:5][CH:6]=1. Given the reactants [C:1]1([CH:7]([O:14][C:15]([CH:17]2[N:21]3[C:22](=[O:26])[C:23](Br)([Br:24])[C@H:20]3[S:19](=[O:27])[C:18]2([CH3:29])[CH3:28])=[O:16])[C:8]2[CH:13]=[CH:12][CH:11]=[CH:10][CH:9]=2)[CH:6]=[CH:5][CH:4]=[CH:3][CH:2]=1.S([O-])([O-])(=O)=O.[Bi+3].S([O-])([O-])(=O)=O.S([O-])([O-])(=O)=O.[Bi+3].[Cl-].[Na+].[Mg], predict the reaction product. (2) Given the reactants [O:1]1[C:5]2[CH:6]=[CH:7][CH:8]=[CH:9][C:4]=2[C:3]([S:10]([NH2:13])(=[O:12])=[O:11])=[CH:2]1.C(N(CC)CC)C.Cl[C:22](OC1C=CC=CC=1)=[O:23].[Br:31][C:32]1[CH:37]=[C:36]([NH2:38])[N:35]=[C:34]([NH2:39])[CH:33]=1, predict the reaction product. The product is: [NH2:38][C:36]1[N:35]=[C:34]([NH:39][C:22]([NH:13][S:10]([C:3]2[C:4]3[CH:9]=[CH:8][CH:7]=[CH:6][C:5]=3[O:1][CH:2]=2)(=[O:12])=[O:11])=[O:23])[CH:33]=[C:32]([Br:31])[CH:37]=1. (3) Given the reactants [C:1]([C:4]1[CH:13]=[CH:12][C:7]2[NH:8][C:9](=O)[NH:10][C:6]=2[CH:5]=1)(=[O:3])[CH3:2].[CH3:14]I.[C:16](=[O:19])([O-])[O-].[Cs+].[Cs+], predict the reaction product. The product is: [C:1]([C:4]1[CH:13]=[CH:12][C:7]2[N:8]([CH3:14])[C:16](=[O:19])[N:10]([CH3:9])[C:6]=2[CH:5]=1)(=[O:3])[CH3:2]. (4) Given the reactants [CH:1]1([C:5]2[C:13]([C:14]([O:16][CH3:17])=[O:15])=[CH:12][C:8]([C:9](O)=[O:10])=[C:7]([CH2:18][CH3:19])[CH:6]=2)[CH2:4][CH2:3][CH2:2]1.Cl.[NH:21]1[CH2:26][CH2:25][CH:24]([C:27]2[CH:34]=[CH:33][C:30]([C:31]#[N:32])=[CH:29][CH:28]=2)[CH2:23][CH2:22]1.CN(C(ON1N=NC2C=CC=CC1=2)=[N+](C)C)C.F[P-](F)(F)(F)(F)F.CCN(C(C)C)C(C)C, predict the reaction product. The product is: [C:31]([C:30]1[CH:33]=[CH:34][C:27]([CH:24]2[CH2:25][CH2:26][N:21]([C:9]([C:8]3[C:7]([CH2:18][CH3:19])=[CH:6][C:5]([CH:1]4[CH2:4][CH2:3][CH2:2]4)=[C:13]([CH:12]=3)[C:14]([O:16][CH3:17])=[O:15])=[O:10])[CH2:22][CH2:23]2)=[CH:28][CH:29]=1)#[N:32]. (5) Given the reactants Br[C:2]1[CH:7]=[CH:6][C:5]([C@@H:8]([N:10]2[CH2:15][CH2:14][C@:13]([CH2:22][CH2:23][C:24]([NH2:26])=[O:25])([C:16]3[CH:21]=[CH:20][CH:19]=[CH:18][CH:17]=3)[O:12][C:11]2=[O:27])[CH3:9])=[CH:4][CH:3]=1.[CH3:28][O:29][C:30]1[N:35]=[CH:34][C:33](B(O)O)=[CH:32][CH:31]=1, predict the reaction product. The product is: [CH3:28][O:29][C:30]1[N:35]=[CH:34][C:33]([C:2]2[CH:3]=[CH:4][C:5]([C@@H:8]([N:10]3[CH2:15][CH2:14][C@:13]([CH2:22][CH2:23][C:24]([NH2:26])=[O:25])([C:16]4[CH:21]=[CH:20][CH:19]=[CH:18][CH:17]=4)[O:12][C:11]3=[O:27])[CH3:9])=[CH:6][CH:7]=2)=[CH:32][CH:31]=1. (6) Given the reactants [NH2:1][C@H:2]1[C@H:6]([C:7]2[CH:12]=[CH:11][CH:10]=[C:9]([Br:13])[CH:8]=2)[CH2:5][N:4]([C:14]([O:16][C:17]([CH3:20])([CH3:19])[CH3:18])=[O:15])[CH2:3]1.ClC1C2C(=C(C(OC)=O)C=CC=2)N=CN=1, predict the reaction product. The product is: [NH2:1][CH:2]1[CH:6]([C:7]2[CH:12]=[CH:11][CH:10]=[C:9]([Br:13])[CH:8]=2)[CH2:5][N:4]([C:14]([O:16][C:17]([CH3:20])([CH3:19])[CH3:18])=[O:15])[CH2:3]1. (7) Given the reactants Cl.[C:2]([C:4]1[N:9]=[CH:8][C:7]([C:10]2[C:22]3[C:21]4[C:16](=[CH:17][CH:18]=[CH:19][CH:20]=4)[N:15]([C:23]4[CH:35]=[CH:34][C:26]([C:27]([O:29]C(C)(C)C)=[O:28])=[C:25]([NH:36][CH:37]5[CH2:42][CH2:41][O:40][CH2:39][CH2:38]5)[CH:24]=4)[C:14]=3[CH:13]=[CH:12][CH:11]=2)=[CH:6][CH:5]=1)#[N:3], predict the reaction product. The product is: [C:2]([C:4]1[N:9]=[CH:8][C:7]([C:10]2[C:22]3[C:21]4[C:16](=[CH:17][CH:18]=[CH:19][CH:20]=4)[N:15]([C:23]4[CH:35]=[CH:34][C:26]([C:27]([OH:29])=[O:28])=[C:25]([NH:36][CH:37]5[CH2:42][CH2:41][O:40][CH2:39][CH2:38]5)[CH:24]=4)[C:14]=3[CH:13]=[CH:12][CH:11]=2)=[CH:6][CH:5]=1)#[N:3]. (8) Given the reactants [CH3:1][O:2][C:3]1[C:4]([C:6]([NH:11][C:12]2[C:21]3[C:16](=[CH:17][C:18]([O:24][CH2:25][CH2:26][O:27][CH3:28])=[C:19]([O:22][CH3:23])[CH:20]=3)[N:15]=[CH:14][N:13]=2)=[CH:7][C:8](=[O:10])[CH:9]=1)=[O:5].[I:29]I, predict the reaction product. The product is: [I:29][C:7]1[C:8]([CH:9]=[C:3]([O:2][CH3:1])[C:4](=[O:5])[C:6]=1[NH:11][C:12]1[C:21]2[C:16](=[CH:17][C:18]([O:24][CH2:25][CH2:26][O:27][CH3:28])=[C:19]([O:22][CH3:23])[CH:20]=2)[N:15]=[CH:14][N:13]=1)=[O:10].